Dataset: Forward reaction prediction with 1.9M reactions from USPTO patents (1976-2016). Task: Predict the product of the given reaction. (1) Given the reactants [N:1]1([C:8]2[C:17]3[C:12](=[CH:13][C:14](I)=[CH:15][CH:16]=3)[N:11]=[C:10]([CH3:19])[CH:9]=2)[CH2:7][CH2:6][CH2:5][CH2:4][CH2:3][CH2:2]1.[F:20][C:21]([F:31])([F:30])[C:22]1[CH:29]=[CH:28][C:25]([CH2:26][NH2:27])=[CH:24][CH:23]=1, predict the reaction product. The product is: [N:1]1([C:8]2[C:17]3[C:12](=[CH:13][C:14]([NH:27][CH2:26][C:25]4[CH:24]=[CH:23][C:22]([C:21]([F:20])([F:30])[F:31])=[CH:29][CH:28]=4)=[CH:15][CH:16]=3)[N:11]=[C:10]([CH3:19])[CH:9]=2)[CH2:7][CH2:6][CH2:5][CH2:4][CH2:3][CH2:2]1. (2) Given the reactants [N+:1]([C:4]1[CH:8]=[CH:7][NH:6][N:5]=1)([O-:3])=[O:2].C(=O)([O-])[O-].[K+].[K+].[CH2:15]1[O:17][C@H:16]1[CH2:18][OH:19], predict the reaction product. The product is: [N+:1]([C:4]1[CH:8]=[CH:7][N:6]([CH2:15][C@@H:16]([OH:17])[CH2:18][OH:19])[N:5]=1)([O-:3])=[O:2]. (3) Given the reactants [NH2:1][C:2]1[CH:6]=[C:5]([CH3:7])[NH:4][N:3]=1.[CH3:8][O:9][C:10](=[O:14])[C:11]([CH3:13])=O.[OH:15][C:16]1[CH:23]=[CH:22][C:19]([CH:20]=O)=[CH:18][CH:17]=1, predict the reaction product. The product is: [CH3:8][O:9][C:10]([C:11]1[C:6]2[C:5]([CH3:7])=[N:4][NH:3][C:2]=2[N:1]=[C:20]([C:19]2[CH:22]=[CH:23][C:16]([OH:15])=[CH:17][CH:18]=2)[CH:13]=1)=[O:14]. (4) Given the reactants [CH3:1][O:2][C:3]([C@@H:5]1[C@H:10]2[CH2:11][C@H:7]([CH:8]=[CH:9]2)[C@@H:6]1C(O)=O)=[O:4].C([N:17](CC)CC)C.Cl[C:23]([O:25][CH2:26][CH3:27])=[O:24].[N-]=[N+]=[N-].[Na+].[CH2:32](O)[C:33]1C=C[CH:36]=[CH:35][CH:34]=1, predict the reaction product. The product is: [CH3:1][O:2][C:3]([C@H:5]1[C@@H:6]([NH:17][C:23]([O:25][CH2:26][C:27]2[CH:36]=[CH:35][CH:34]=[CH:33][CH:32]=2)=[O:24])[C@@H:7]2[CH2:11][C@H:10]1[CH:9]=[CH:8]2)=[O:4]. (5) Given the reactants [Si:1]([O:18][CH2:19][C:20](=O)[CH2:21][C:22]([C:29]1[CH:34]=[CH:33][C:32]([F:35])=[CH:31][CH:30]=1)(O)[C:23](OCC)=[O:24])([C:14]([CH3:17])([CH3:16])[CH3:15])([C:8]1[CH:13]=[CH:12][CH:11]=[CH:10][CH:9]=1)[C:2]1[CH:7]=[CH:6][CH:5]=[CH:4][CH:3]=1.O.[NH2:38][NH2:39], predict the reaction product. The product is: [Si:1]([O:18][CH2:19][C:20]1[CH:21]=[C:22]([C:29]2[CH:34]=[CH:33][C:32]([F:35])=[CH:31][CH:30]=2)[C:23](=[O:24])[NH:38][N:39]=1)([C:14]([CH3:17])([CH3:16])[CH3:15])([C:8]1[CH:13]=[CH:12][CH:11]=[CH:10][CH:9]=1)[C:2]1[CH:7]=[CH:6][CH:5]=[CH:4][CH:3]=1. (6) Given the reactants C([O:4][C@@H:5]1[C@@H:10]([O:11]C(=O)C)[C@H:9]([O:15]C(=O)C)[C@@H:8]([CH2:19][O:20]C(=O)C)[O:7][C@H:6]1[O:24][C:25]1[C:29]([CH2:30][C:31]2[CH:36]=[CH:35][C:34]([O:37][CH2:38][CH2:39][CH2:40][NH2:41])=[CH:33][C:32]=2[CH3:42])=[C:28]([CH:43]([CH3:45])[CH3:44])[NH:27][N:26]=1)(=O)C.[NH2:46][CH2:47][CH2:48][OH:49].NCCN1CC[O:56][CH2:55]C1, predict the reaction product. The product is: [C@@H:6]1([O:24][C:25]2[C:29]([CH2:30][C:31]3[CH:36]=[CH:35][C:34]([O:37][CH2:38][CH2:39][CH2:40][NH:41][C:55]([NH:46][CH2:47][CH2:48][OH:49])=[O:56])=[CH:33][C:32]=3[CH3:42])=[C:28]([CH:43]([CH3:45])[CH3:44])[NH:27][N:26]=2)[O:7][C@H:8]([CH2:19][OH:20])[C@@H:9]([OH:15])[C@H:10]([OH:11])[C@H:5]1[OH:4].